Dataset: Drug-target binding data from BindingDB using Ki measurements. Task: Regression. Given a target protein amino acid sequence and a drug SMILES string, predict the binding affinity score between them. We predict pKi (pKi = -log10(Ki in M); higher means stronger inhibition). Dataset: bindingdb_ki. (1) The drug is CC(C)[C@H](NC(=O)c1ccccn1)C(=O)N[C@@H](Cc1ccccc1)[C@@H](O)CN[C@@H](Cc1ccc(-c2cccc(/C=C/C(=O)O)c2)cc1)C(N)=O. The target protein (P46925) has sequence MDITVREHDFKHGFIKSNSTFDGLNIDNSKNKKKIQKGFQILYVLLFCSVMCGLFYYVYENVWLQRDNEMNEILKNSEHLTIGFKVENAHDRILKTIKTHKLKNYIKESVNFLNSGLTKTNYLGSSNDNIELVDFQNIMFYGDAEVGDNQQPFTFILDTGSANLWVPSVKCTTAGCLTKHLYDSSKSRTYEKDGTKVEMNYVSGTVSGFFSKDLVTVGNLSLPYKFIEVIDTNGFEPTYTASTFDGILGLGWKDLSIGSVDPIVVELKNQNKIENALFTFYLPVHDKHTGFLTIGGIEERFYEGPLTYEKLNHDLYWQITLDAHVGNIMLEKANCIVDSGTSAITVPTDFLNKMLQNLDVIKVPFLPFYVTLCNNSKLPTFEFTSENGKYTLEPEYYLQHIEDVGPGLCMLNIIGLDFPVPTFILGDPFMRKYFTVFDYDNHSVGIALAKKNL. The pKi is 7.0. (2) The drug is C[C@@H]1C(=O)O[C@H]2[C@H](O)[C@]34C5OC(=O)C3(OC3OC(=O)[C@H](OCc6c(F)c(F)c(N=[N+]=[N-])c(F)c6F)C34[C@H](C(C)(C)C)[C@H]5O)[C@@]12O. The target protein (Q62035) has sequence MEHNGSFRVDSEFRYTLFPIVYSVIFILGVVANGYVLWVFANLYPSKKLNEIKIFMVNLTMADLLFLITLPLWIVYYYNEGDWILPNFLCNVAGCLFFINTYCSVAFLGVITYNRYQAVAYPIKTAQATTRKRGISLSLIIWVSIVATASYFLATDSTNLVPNKDGSGNITRCFEHYEPYSVPILVVHVFIAFCFFLVFFLIFYCNLVIIHTLLTQPMRQQRKAGVKRRALWMVCTVLAVFIICFVPHHVVQLPWTLAELGYQTNFHQAINDAHQITLCLLSTNCVLDPVIYCFLTKKFRKHLSEKFYSMRSSRKCSRATSDTCTEVIVPANQTPIVSLKN. The pKi is 6.1. (3) The compound is O=C(CCc1ccccc1)c1ccccc1O[C@@H]1O[C@H](CO)[C@@H](O)[C@H]1O. The target protein (Q9HAS3) has sequence MELRSTAAPRAEGYSNVGFQNEENFLENENTSGNNSIRSRAVQSREHTNTKQDEEQVTVEQDSPRNREHMEDDDEEMQQKGCLERRYDTVCGFCRKHKTTLRHIIWGILLAGYLVMVISACVLNFHRALPLFVITVAAIFFVVWDHLMAKYEHRIDEMLSPGRRLLNSHWFWLKWVIWSSLVLAVIFWLAFDTAKLGQQQLVSFGGLIMYIVLLFLFSKYPTRVYWRPVLWGIGLQFLLGLLILRTDPGFIAFDWLGRQVQTFLEYTDAGASFVFGEKYKDHFFAFKVLPIVVFFSTVMSMLYYLGLMQWIIRKVGWIMLVTTGSSPIESVVASGNIFVGQTESPLLVRPYLPYITKSELHAIMTAGFSTIAGSVLGAYISFGVPSSHLLTASVMSAPASLAAAKLFWPETEKPKITLKNAMKMESGDSGNLLEAATQGASSSISLVANIAVNLIAFLALLSFMNSALSWFGNMFDYPQLSFELICSYIFMPFSFMMGVE.... The pKi is 4.0. (4) The pKi is 6.3. The compound is CCCCCCC/C=C/CCCCCCCCC1OCC(COP(=O)([O-])O)O1. The target protein (P61794) has sequence MAAASTSSPVISQPQFTAMNEQQCFYNESIAFFYNRSGKYLATEWNTVSKLVMGLGITVCVFIMLANLLVMVAIYVNRRFHFPIYYLMANLAAADFFAGLAYFYLMFNTGPNTRRLTVSTWLLRQGLIDTSLTASVANLLAIAIERHITVFRMQLHTRMSNRRVVVVIVVIWTMAIVMGAIPSVGWNCICDIDHCSNMAPLYSDSYLVFWAIFNLVTFVVMVVLYAHIFGYVRQRTMRMSRHSSGPRRNRDTMMSLLKTVVIVLGAFIVCWTPGLVLLLLDVCCPQCDVLAYEKFFLLLAEFNSAMNPIIYSYRDKEMSATFRQILCCQRNENPNGPTEGSDRSASSLNHTILAGVHSNDHSVV.